This data is from Catalyst prediction with 721,799 reactions and 888 catalyst types from USPTO. The task is: Predict which catalyst facilitates the given reaction. (1) Reactant: [O:1]1[CH2:6][CH:5]=[C:4](B2OC(C)(C)C(C)(C)O2)[CH2:3][CH2:2]1.FC(F)(F)S(O[C:22]1[CH:35]=[C:34]2[C:25]([O:26][C:27]3[CH:28]=[CH:29][C:30]([C:41]4[C:42]([F:47])=[N:43][CH:44]=[CH:45][CH:46]=4)=[CH:31][C:32]=3[C@:33]32[CH2:39][O:38][C:37]([NH2:40])=[N:36]3)=[C:24]([F:48])[CH:23]=1)(=O)=O.C(=O)([O-])[O-].[Na+].[Na+]. The catalyst class is: 455. Product: [O:1]1[CH2:2][CH:3]=[C:4]([C:22]2[CH:23]=[C:24]([F:48])[C:25]3[O:26][C:27]4[C:32](=[CH:31][C:30]([C:41]5[C:42]([F:47])=[N:43][CH:44]=[CH:45][CH:46]=5)=[CH:29][CH:28]=4)[C@@:33]4([CH2:39][O:38][C:37]([NH2:40])=[N:36]4)[C:34]=3[CH:35]=2)[CH2:5][CH2:6]1. (2) Reactant: C(N(CC)C(C)C)(C)C.[Cl:10][C:11]1[CH:36]=[CH:35][C:14]([CH2:15][NH:16][C:17]([C:19]2[C:20](=[O:34])[C:21]3[CH:31]=[C:30]([CH2:32]Cl)[S:29][C:22]=3[N:23]([CH2:25][CH2:26][O:27][CH3:28])[CH:24]=2)=[O:18])=[CH:13][CH:12]=1.[O:37]1[CH:41]=[CH:40][CH:39]=[C:38]1[C@H:42]([OH:46])[CH2:43][NH:44][CH3:45]. Product: [Cl:10][C:11]1[CH:12]=[CH:13][C:14]([CH2:15][NH:16][C:17]([C:19]2[C:20](=[O:34])[C:21]3[CH:31]=[C:30]([CH2:32][N:44]([CH2:43][C@H:42]([C:38]4[O:37][CH:41]=[CH:40][CH:39]=4)[OH:46])[CH3:45])[S:29][C:22]=3[N:23]([CH2:25][CH2:26][O:27][CH3:28])[CH:24]=2)=[O:18])=[CH:35][CH:36]=1. The catalyst class is: 3. (3) Reactant: [CH2:1]([O:8][C:9]1[CH:10]=[C:11]([CH:15]2[C:20]([CH3:22])([CH3:21])[O:19][C:18]([NH:23][C@H:24]([C:35]3[CH:40]=[CH:39][CH:38]=[CH:37][CH:36]=3)[CH2:25][CH2:26][O:27][Si](C(C)(C)C)(C)C)=[N:17][S:16]2(=[O:42])=[O:41])[CH:12]=[CH:13][CH:14]=1)[C:2]1[CH:7]=[CH:6][CH:5]=[CH:4][CH:3]=1.Cl. Product: [CH2:1]([O:8][C:9]1[CH:10]=[C:11]([CH:15]2[C:20]([CH3:22])([CH3:21])[O:19][C:18]([NH:23][C@H:24]([C:35]3[CH:40]=[CH:39][CH:38]=[CH:37][CH:36]=3)[CH2:25][CH2:26][OH:27])=[N:17][S:16]2(=[O:42])=[O:41])[CH:12]=[CH:13][CH:14]=1)[C:2]1[CH:7]=[CH:6][CH:5]=[CH:4][CH:3]=1. The catalyst class is: 5. (4) Reactant: [C:1]([O:5][C:6]([N:8]1[CH2:13][CH2:12][CH:11]([CH:14]([C:22](O)=[O:23])[C:15]2[CH:20]=[CH:19][C:18]([F:21])=[CH:17][CH:16]=2)[CH2:10][CH2:9]1)=[O:7])([CH3:4])([CH3:3])[CH3:2].Cl.Cl.[CH3:27][O:28][C:29]1[CH:38]=[CH:37][C:36]2[C:31](=[CH:32][CH:33]=[CH:34][CH:35]=2)[C:30]=1[CH2:39][CH2:40][CH2:41][CH2:42][N:43]1[CH2:48][CH2:47][NH:46][CH2:45][CH2:44]1.Cl.CNC(NC)CCN=C=NCC.O.ON1C2C=CC=CC=2N=N1. Product: [C:1]([O:5][C:6]([N:8]1[CH2:13][CH2:12][CH:11]([CH:14]([C:15]2[CH:20]=[CH:19][C:18]([F:21])=[CH:17][CH:16]=2)[C:22]([N:46]2[CH2:45][CH2:44][N:43]([CH2:42][CH2:41][CH2:40][CH2:39][C:30]3[C:31]4[C:36](=[CH:35][CH:34]=[CH:33][CH:32]=4)[CH:37]=[CH:38][C:29]=3[O:28][CH3:27])[CH2:48][CH2:47]2)=[O:23])[CH2:10][CH2:9]1)=[O:7])([CH3:4])([CH3:2])[CH3:3]. The catalyst class is: 842. (5) Reactant: [CH3:1][O:2][C@H:3]1[C@H:8]([NH:9][C:10](=[O:16])[O:11][C:12]([CH3:15])([CH3:14])[CH3:13])[CH:7]=[C:6]([C:17]2[CH:22]=[CH:21][N:20]=[CH:19][C:18]=2[N+:23]([O-])=O)[CH2:5][C@@H:4]1[CH3:26]. Product: [NH2:23][C:18]1[CH:19]=[N:20][CH:21]=[CH:22][C:17]=1[C@@H:6]1[CH2:7][C@H:8]([NH:9][C:10](=[O:16])[O:11][C:12]([CH3:13])([CH3:14])[CH3:15])[C@@H:3]([O:2][CH3:1])[C@H:4]([CH3:26])[CH2:5]1.[NH2:23][C:18]1[CH:19]=[N:20][CH:21]=[CH:22][C:17]=1[C@H:6]1[CH2:7][C@@H:8]([NH:9][C:10](=[O:16])[O:11][C:12]([CH3:13])([CH3:14])[CH3:15])[C@H:3]([O:2][CH3:1])[C@@H:4]([CH3:26])[CH2:5]1. The catalyst class is: 50.